Dataset: Forward reaction prediction with 1.9M reactions from USPTO patents (1976-2016). Task: Predict the product of the given reaction. Given the reactants [Cl:1][C:2]1[CH:3]=[C:4]([CH:8]=[CH:9][C:10]=1[Cl:11])[CH:5]=[N:6][OH:7].[O:12]1[CH:16]=[CH:15][CH2:14][CH2:13]1.O, predict the reaction product. The product is: [Cl:1][C:2]1[CH:3]=[C:4]([C:5]2[CH:14]3[CH2:15][CH2:16][O:12][CH:13]3[O:7][N:6]=2)[CH:8]=[CH:9][C:10]=1[Cl:11].